From a dataset of Catalyst prediction with 721,799 reactions and 888 catalyst types from USPTO. Predict which catalyst facilitates the given reaction. (1) Reactant: [CH3:1][C:2]1[CH:3]=[C:4]([CH:14]([N:16]2[C:24](=[O:25])[C:23]3[CH:22]=[CH:21][N:20]=[C:19]([NH:26]C(=O)C)[C:18]=3[CH2:17]2)[CH3:15])[CH:5]=[N:6][C:7]=1[O:8][CH2:9][C:10]([F:13])([F:12])[F:11].Cl. Product: [NH2:26][C:19]1[C:18]2[CH2:17][N:16]([CH:14]([C:4]3[CH:5]=[N:6][C:7]([O:8][CH2:9][C:10]([F:12])([F:13])[F:11])=[C:2]([CH3:1])[CH:3]=3)[CH3:15])[C:24](=[O:25])[C:23]=2[CH:22]=[CH:21][N:20]=1. The catalyst class is: 1. (2) Reactant: [NH2:1][CH2:2][CH2:3][O:4][C:5]1[CH:6]=[C:7]([CH:32]=[CH:33][CH:34]=1)[C:8]([N:10]1[CH2:15][CH2:14][CH:13]([CH2:16][C:17]2([CH3:31])[S:21][C:20]([NH:22][C@H:23]3[CH2:28][CH:27]4[CH2:29][CH:24]3[CH2:25][CH2:26]4)=[N:19][C:18]2=[O:30])[CH2:12][CH2:11]1)=[O:9].C([O-])([O-])=O.[K+].[K+].Cl[CH2:42][CH2:43][O:44][CH2:45][CH2:46]Cl.C([O-])(O)=O.[Na+]. Product: [CH:24]12[CH2:29][CH:27]([CH2:26][CH2:25]1)[CH2:28][C@@H:23]2[NH:22][C:20]1[S:21][C:17]([CH3:31])([CH2:16][CH:13]2[CH2:14][CH2:15][N:10]([C:8](=[O:9])[C:7]3[CH:32]=[CH:33][CH:34]=[C:5]([O:4][CH2:3][CH2:2][N:1]4[CH2:46][CH2:45][O:44][CH2:43][CH2:42]4)[CH:6]=3)[CH2:11][CH2:12]2)[C:18](=[O:30])[N:19]=1. The catalyst class is: 2. (3) Reactant: [H-].[Na+].[F:3][C:4]1[CH:19]=[CH:18][C:7]2[C:8]([C:11]3[CH:12]=[C:13](O)[CH:14]=[CH:15][CH:16]=3)=[N:9][O:10][C:6]=2[CH:5]=1.CC1C=CC(S([O:30][CH2:31][C@@H:32]2[O:34][CH2:33]2)(=O)=O)=CC=1.O. Product: [F:3][C:4]1[CH:19]=[CH:18][C:7]2[C:8]([C:11]3[CH:12]=[CH:13][C:14]([O:30][CH2:31][C@H:32]4[CH2:33][O:34]4)=[CH:15][CH:16]=3)=[N:9][O:10][C:6]=2[CH:5]=1. The catalyst class is: 9. (4) Reactant: [NH2:1][C@H:2]([C:6]([NH:8][CH:9]([CH:18]([OH:31])[CH2:19][O:20][C:21]1[C:26]([F:27])=[C:25]([F:28])[CH:24]=[C:23]([F:29])[C:22]=1[F:30])[CH2:10][C:11]([O:13][C:14]([CH3:17])([CH3:16])[CH3:15])=[O:12])=[O:7])[CH:3]([CH3:5])[CH3:4].[CH3:32][N:33]1[C:41]2[C:36](=[CH:37][CH:38]=[CH:39][CH:40]=2)[CH:35]=[C:34]1[C:42](O)=[O:43].CN1CCOCC1.C1C=CC2N(O)N=NC=2C=1.CCN=C=NCCCN(C)C. Product: [CH3:32][N:33]1[C:41]2[C:36](=[CH:37][CH:38]=[CH:39][CH:40]=2)[CH:35]=[C:34]1[C:42]([NH:1][C@H:2]([C:6]([NH:8][CH:9]([CH:18]([OH:31])[CH2:19][O:20][C:21]1[C:22]([F:30])=[C:23]([F:29])[CH:24]=[C:25]([F:28])[C:26]=1[F:27])[CH2:10][C:11]([O:13][C:14]([CH3:16])([CH3:17])[CH3:15])=[O:12])=[O:7])[CH:3]([CH3:5])[CH3:4])=[O:43]. The catalyst class is: 2. (5) Reactant: Cl.CNC.[CH2:5]([N:7]([CH2:10]C)[CH2:8][CH3:9])C.[OH:12][C:13]12[C:24]3[C:19](=C(F)C=[CH:22][CH:23]=3)[C:18](=[O:26])[C:17]1([OH:27])[C:16]1[CH:28]=[CH:29][C:30]([CH:32]([CH3:34])[CH3:33])=[CH:31][C:15]=1[O:14]2. Product: [CH3:10][N:7]([CH3:5])[C:8]1[CH:9]=[CH:22][CH:23]=[C:24]2[C:19]=1[C:18](=[O:26])[C:17]1([OH:27])[C:16]3[CH:28]=[CH:29][C:30]([CH:32]([CH3:34])[CH3:33])=[CH:31][C:15]=3[O:14][C:13]12[OH:12]. The catalyst class is: 9. (6) Reactant: CC(C)(OC([NH:7][CH:8]([C:16]([N:18]1[CH2:23][CH2:22][N:21]([C:24]2[CH:29]=[CH:28][N:27]=[CH:26][CH:25]=2)[CH2:20][CH2:19]1)=[O:17])[CH2:9][C:10]1[CH:15]=[CH:14][N:13]=[CH:12][CH:11]=1)=O)C.[ClH:31]. Product: [ClH:31].[N:27]1[CH:28]=[CH:29][C:24]([N:21]2[CH2:20][CH2:19][N:18]([C:16](=[O:17])[CH:8]([CH2:9][C:10]3[CH:15]=[CH:14][N:13]=[CH:12][CH:11]=3)[NH2:7])[CH2:23][CH2:22]2)=[CH:25][CH:26]=1. The catalyst class is: 5. (7) Reactant: [CH3:1][O:2][C:3]1[CH:8]=[CH:7][C:6]([N:9]2[CH2:14][CH2:13][N:12]([C:15]3[S:16][C:17]([C:26]([O:28]CC)=[O:27])=[C:18]([C:20]4[CH:25]=[CH:24][CH:23]=[CH:22][CH:21]=4)[N:19]=3)[CH2:11][CH2:10]2)=[CH:5][CH:4]=1.[OH-].[Li+]. Product: [CH3:1][O:2][C:3]1[CH:8]=[CH:7][C:6]([N:9]2[CH2:10][CH2:11][N:12]([C:15]3[S:16][C:17]([C:26]([OH:28])=[O:27])=[C:18]([C:20]4[CH:25]=[CH:24][CH:23]=[CH:22][CH:21]=4)[N:19]=3)[CH2:13][CH2:14]2)=[CH:5][CH:4]=1. The catalyst class is: 97. (8) Reactant: [C:1]([C:3](=[CH:8]OCC)[C:4]([O:6][CH3:7])=[O:5])#[N:2].O.[NH2:13][NH2:14]. Product: [NH2:2][C:1]1[C:3]([C:4]([O:6][CH3:7])=[O:5])=[CH:8][NH:14][N:13]=1. The catalyst class is: 5. (9) Reactant: [C:1]([O:5][C:6]([N:8]1[CH2:13][CH2:12][N:11]([C:14]2[CH:19]=[CH:18][C:17]([OH:20])=[CH:16][CH:15]=2)[C@@H:10]([CH2:21][O:22][C:23]2[CH:32]=[CH:31][C:30]3[C:25](=[CH:26][CH:27]=[CH:28][CH:29]=3)[CH:24]=2)[CH2:9]1)=[O:7])([CH3:4])([CH3:3])[CH3:2].C(=O)([O-])[O-].[K+].[K+].Br[CH2:40][CH2:41][CH2:42][OH:43]. Product: [C:1]([O:5][C:6]([N:8]1[CH2:13][CH2:12][N:11]([C:14]2[CH:15]=[CH:16][C:17]([O:20][CH2:40][CH2:41][CH2:42][OH:43])=[CH:18][CH:19]=2)[C@@H:10]([CH2:21][O:22][C:23]2[CH:32]=[CH:31][C:30]3[C:25](=[CH:26][CH:27]=[CH:28][CH:29]=3)[CH:24]=2)[CH2:9]1)=[O:7])([CH3:4])([CH3:2])[CH3:3]. The catalyst class is: 10. (10) Reactant: [I:1][C:2]1[CH:3]=[C:4]([C@H:8]([O:22][C:23](=[O:41])[NH:24][C:25]2[CH:26]=[C:27]3[C:31](=[CH:32][CH:33]=2)[N:30](C(OC(C)(C)C)=O)[N:29]=[CH:28]3)[C@@H:9]2[CH2:14][CH2:13][CH2:12][CH2:11][N:10]2C(OC(C)(C)C)=O)[CH:5]=[CH:6][CH:7]=1.Cl. Product: [NH:30]1[C:31]2[C:27](=[CH:26][C:25]([NH:24][C:23](=[O:41])[O:22][C@@H:8]([C:4]3[CH:5]=[CH:6][CH:7]=[C:2]([I:1])[CH:3]=3)[C@@H:9]3[CH2:14][CH2:13][CH2:12][CH2:11][NH:10]3)=[CH:33][CH:32]=2)[CH:28]=[N:29]1. The catalyst class is: 5.